Dataset: Reaction yield outcomes from USPTO patents with 853,638 reactions. Task: Predict the reaction yield, written as a fraction of the theoretical maximum amount of product (1.0 means a 100% yield; for example, 0.34 means a 34% yield). (1) The reactants are [F:1][C:2]1[CH:7]=[CH:6][CH:5]=[C:4]([F:8])[C:3]=1[C:9]1[N:14]=[C:13]([C:15]([NH:17][C:18]2[CH:19]=[N:20][CH:21]=[CH:22][C:23]=2[C@H:24]2[CH2:29][C@@H:28]([NH:30]C(=O)OC(C)(C)C)[C@@H:27]([S@@:38]([CH3:40])=[O:39])[C@@H:26]([CH3:41])[CH2:25]2)=[O:16])[CH:12]=[CH:11][C:10]=1[F:42].C(O)(C(F)(F)F)=O. The catalyst is C(Cl)Cl. The product is [NH2:30][C@H:28]1[C@@H:27]([S@@:38]([CH3:40])=[O:39])[C@@H:26]([CH3:41])[CH2:25][C@@H:24]([C:23]2[CH:22]=[CH:21][N:20]=[CH:19][C:18]=2[NH:17][C:15](=[O:16])[C:13]2[CH:12]=[CH:11][C:10]([F:42])=[C:9]([C:3]3[C:2]([F:1])=[CH:7][CH:6]=[CH:5][C:4]=3[F:8])[N:14]=2)[CH2:29]1. The yield is 0.540. (2) The reactants are [O:1]=[C:2]([N:9]([N:16]1[CH2:20][CH2:19][CH2:18][C:17]1=O)[C:10]1[CH:15]=[CH:14][CH:13]=[CH:12][CH:11]=1)[CH2:3][C:4]([O:6][CH2:7][CH3:8])=[O:5]. The catalyst is C1CCN2C(=NCCC2)CC1.O. The product is [O:1]=[C:2]1[N:9]([C:10]2[CH:15]=[CH:14][CH:13]=[CH:12][CH:11]=2)[N:16]2[CH2:20][CH2:19][CH2:18][C:17]2=[C:3]1[C:4]([O:6][CH2:7][CH3:8])=[O:5]. The yield is 0.790. (3) The reactants are [Cl:1][C:2]1[CH:7]=[CH:6][C:5]([CH:8]([O:11][CH3:12])[CH2:9][NH2:10])=[CH:4][CH:3]=1.[Cl:13][C:14]1[CH:15]=[C:16]2[C:21](=[CH:22][C:23]=1[O:24][C:25]1[CH:33]=[CH:32][C:28]([C:29](O)=[O:30])=[CH:27][CH:26]=1)[O:20][CH2:19][CH2:18][CH:17]2[C:34]([O:36][CH2:37][CH3:38])=[O:35].N1C2C(=NC=CC=2)N(O)N=1.Cl.C(N=C=NCCCN(C)C)C. The catalyst is CN(C=O)C.CCOC(C)=O. The product is [Cl:13][C:14]1[CH:15]=[C:16]2[C:21](=[CH:22][C:23]=1[O:24][C:25]1[CH:33]=[CH:32][C:28]([C:29](=[O:30])[NH:10][CH2:9][CH:8]([C:5]3[CH:4]=[CH:3][C:2]([Cl:1])=[CH:7][CH:6]=3)[O:11][CH3:12])=[CH:27][CH:26]=1)[O:20][CH2:19][CH2:18][CH:17]2[C:34]([O:36][CH2:37][CH3:38])=[O:35]. The yield is 0.770. (4) The product is [OH:4][C:5]1([C:8]([NH:10][C:11]2[N:12]=[C:13]3[CH:18]=[CH:17][C:16]([O:19][C:20]4[CH:25]=[CH:24][C:23]([CH3:26])=[C:22]([NH:27][C:28]([C:30]5[N:34]([CH3:35])[N:33]=[C:32]([CH3:36])[CH:31]=5)=[O:29])[CH:21]=4)=[N:15][N:14]3[CH:37]=2)=[O:9])[CH2:6][CH2:7]1. The yield is 0.860. The reactants are C([O:4][C:5]1([C:8]([NH:10][C:11]2[N:12]=[C:13]3[CH:18]=[CH:17][C:16]([O:19][C:20]4[CH:25]=[CH:24][C:23]([CH3:26])=[C:22]([NH:27][C:28]([C:30]5[N:34]([CH3:35])[N:33]=[C:32]([CH3:36])[CH:31]=5)=[O:29])[CH:21]=4)=[N:15][N:14]3[CH:37]=2)=[O:9])[CH2:7][CH2:6]1)(=O)C.[OH-].[Na+].Cl.C(OCC)(=O)C. The catalyst is O1CCCC1. (5) The reactants are [O:1]1[CH2:6][CH2:5][CH:4]([CH2:7][C:8](Cl)=[O:9])[CH2:3][CH2:2]1.[NH4+:11].[OH-]. The catalyst is C1COCC1. The product is [O:1]1[CH2:6][CH2:5][CH:4]([CH2:7][C:8]([NH2:11])=[O:9])[CH2:3][CH2:2]1. The yield is 1.16.